From a dataset of Forward reaction prediction with 1.9M reactions from USPTO patents (1976-2016). Predict the product of the given reaction. (1) Given the reactants BrCC([C:5]1[CH:10]=[CH:9][C:8]([N+:11]([O-:13])=[O:12])=[CH:7][CH:6]=1)=O.[C:14]([NH:17][C:18]([NH2:20])=N)(=O)[CH3:15].C[OH:22].[C:23](#[N:25])[CH3:24], predict the reaction product. The product is: [N+:11]([C:8]1[CH:7]=[CH:6][C:5]([C:14]2[N:17]=[C:18]([CH2:24][C:23]([NH2:25])=[O:22])[NH:20][CH:15]=2)=[CH:10][CH:9]=1)([O-:13])=[O:12]. (2) Given the reactants [C:1]([C:3]1[CH:4]=[C:5]([C:9]2([C:22]#[N:23])[CH2:14][CH2:13][N:12]([C:15]([O:17][C:18]([CH3:21])([CH3:20])[CH3:19])=[O:16])[CH2:11][CH2:10]2)[CH:6]=[CH:7][CH:8]=1)#[N:2].Cl.[H][H], predict the reaction product. The product is: [NH2:2][CH2:1][C:3]1[CH:4]=[C:5]([C:9]2([C:22]#[N:23])[CH2:10][CH2:11][N:12]([C:15]([O:17][C:18]([CH3:19])([CH3:20])[CH3:21])=[O:16])[CH2:13][CH2:14]2)[CH:6]=[CH:7][CH:8]=1.